Dataset: Experimentally validated miRNA-target interactions with 360,000+ pairs, plus equal number of negative samples. Task: Binary Classification. Given a miRNA mature sequence and a target amino acid sequence, predict their likelihood of interaction. (1) The miRNA is hsa-miR-190a-5p with sequence UGAUAUGUUUGAUAUAUUAGGU. The protein sequence of the target gene is MARRPRHSIYSSDEDDEDFEMCDHDYDGLLPKSGKRHLGKTRWTREEDEKLKKLVEQNGTDDWKVIANYLPNRTDVQCQHRWQKVLNPELIKGPWTKEEDQRVIELVQKYGPKRWSVIAKHLKGRIGKQCRERWHNHLNPEVKKTSWTEEEDRIIYQAHKRLGNRWAEIAKLLPGRTDNAIKNHWNSTMRRKVEQEGYLQESSKASQPAVATSFQKNSHLMGFAQAPPTAQLPATGQPTVNNDYSYYHISEAQNVSSHVPYPVALHVNIVNVPQPAAAAIQRHYNDEDPEKEKRIKELEL.... Result: 0 (no interaction). (2) The miRNA is mmu-miR-184-3p with sequence UGGACGGAGAACUGAUAAGGGU. The protein sequence of the target gene is MASLDDPGEVREGFLCPLCLKDLQSFYQLQSHYEEEHLEDRDVKGQIKNLVQKARKAKNKLLKREGDDRVEPGTQGYESFSYGGVDPYMWEPQELGAMRSHLSDFKKHRAARIDHYVVEVNKLIIRLEKLTAFDRTNTETSKIRAIEKSVVPWVNDQDVPFCPDCGNKFSIRNRRHHCRLCGSIMCKKCMELIGLPLAHKLTSASKDSLSTHTSPSQSPNSVHGSRRGSISSMSSVSSVLDEKDDDRIRCCTHCKDKLLKREQQMDEKEHTPDIVKLYEKLRLCMEKVDQKAPEYIRMAA.... Result: 0 (no interaction). (3) The miRNA is hsa-miR-3140-3p with sequence AGCUUUUGGGAAUUCAGGUAGU. The protein sequence of the target gene is MGDKGTRVFKKASPNGKLTVYLGKRDFVDHIDLVDPVDGVVLVDPEYLKERRVYVTLTCAFRYGREDLDVLGLTFRKDLFVANVQSFPPAPEDKKPLTRLQERLIKKLGEHAYPFTFEIPPNLPCSVTLQPGPEDTGKACGVDYEVKAFCAENLEEKIHKRNSVRLVIRKVQYAPERPGPQPTAETTRQFLMSDKPLHLEASLDKEIYYHGEPISVNVHVTNNTNKTVKKIKISVRQYADICLFNTAQYKCPVAMEEADDTVAPSSTFCKVYTLTPFLANNREKRGLALDGKLKHEDTNL.... Result: 1 (interaction). (4) The miRNA is mmu-miR-1932 with sequence GUUGCGGACAGCGCUAGGUCGG. The protein sequence of the target gene is MDPSEKKISVWICQEEKLVSGLSRRTTCSDVVRVLLEDGCRRRCRQRRGQRRGLTEDPSGQLELPEPPDENDEDDDDAMPPGMLCGPPQCYCIVEKWRGFERILPNKTRILRLWTAWGDEQENVRFVLVRSEASLPNAGPRSAEARVVLSRERPCLARGAPARPSLALTQEKQRRVVRKAFRKLAKLNRRRQQQPSSPCSSTSSSTASSCSSSARTHESASVERMETLVHLVLSQDHTIRQQVQRLRELDREIDRYEAKVHLDRMRRHGVNYVQDTYLVGAGIDLDGQTPEGEPEDATLE.... Result: 0 (no interaction). (5) The miRNA is hsa-miR-26b-5p with sequence UUCAAGUAAUUCAGGAUAGGU. The protein sequence of the target gene is MAVWLAQWLGPLLLVSLWGLLAPASLLRRLGEHIQQFQESSAQGLGLSLGPGAAALPKVGWLEQLLDPFNVSDRRSFLQRYWVNDQHWVGQDGPIFLHLGGEGSLGPGSVMRGHPAALAPAWGALVISLEHRFYGLSIPAGGLEMAQLRFLSSRLALADVVSARLALSRLFNISSSSPWICFGGSYAGSLAAWARLKFPHLIFASVASSAPVRAVLDFSEYNDVVSRSLMSTAIGGSLECRAAVSVAFAEVERRLRSGGAAQAALRTELSACGPLGRAENQAELLGALQALVGGVVQYDG.... Result: 1 (interaction).